From a dataset of NCI-60 drug combinations with 297,098 pairs across 59 cell lines. Regression. Given two drug SMILES strings and cell line genomic features, predict the synergy score measuring deviation from expected non-interaction effect. (1) Drug 1: CS(=O)(=O)CCNCC1=CC=C(O1)C2=CC3=C(C=C2)N=CN=C3NC4=CC(=C(C=C4)OCC5=CC(=CC=C5)F)Cl. Drug 2: B(C(CC(C)C)NC(=O)C(CC1=CC=CC=C1)NC(=O)C2=NC=CN=C2)(O)O. Cell line: M14. Synergy scores: CSS=20.7, Synergy_ZIP=-0.689, Synergy_Bliss=1.05, Synergy_Loewe=-40.5, Synergy_HSA=0.780. (2) Drug 1: CCC1(CC2CC(C3=C(CCN(C2)C1)C4=CC=CC=C4N3)(C5=C(C=C6C(=C5)C78CCN9C7C(C=CC9)(C(C(C8N6C)(C(=O)OC)O)OC(=O)C)CC)OC)C(=O)OC)O.OS(=O)(=O)O. Synergy scores: CSS=10.5, Synergy_ZIP=-3.27, Synergy_Bliss=-2.58, Synergy_Loewe=-2.78, Synergy_HSA=-2.77. Cell line: PC-3. Drug 2: CN(CCCl)CCCl.Cl. (3) Drug 1: CCC1=CC2CC(C3=C(CN(C2)C1)C4=CC=CC=C4N3)(C5=C(C=C6C(=C5)C78CCN9C7C(C=CC9)(C(C(C8N6C)(C(=O)OC)O)OC(=O)C)CC)OC)C(=O)OC.C(C(C(=O)O)O)(C(=O)O)O. Drug 2: C(CC(=O)O)C(=O)CN.Cl. Cell line: M14. Synergy scores: CSS=17.1, Synergy_ZIP=-5.59, Synergy_Bliss=-3.75, Synergy_Loewe=-33.3, Synergy_HSA=-3.15. (4) Drug 1: C1=CN(C=N1)CC(O)(P(=O)(O)O)P(=O)(O)O. Drug 2: CC1C(C(CC(O1)OC2CC(CC3=C2C(=C4C(=C3O)C(=O)C5=CC=CC=C5C4=O)O)(C(=O)C)O)N)O. Cell line: RPMI-8226. Synergy scores: CSS=48.9, Synergy_ZIP=2.19, Synergy_Bliss=1.26, Synergy_Loewe=-9.90, Synergy_HSA=3.35. (5) Drug 1: CCC1=CC2CC(C3=C(CN(C2)C1)C4=CC=CC=C4N3)(C5=C(C=C6C(=C5)C78CCN9C7C(C=CC9)(C(C(C8N6C)(C(=O)OC)O)OC(=O)C)CC)OC)C(=O)OC.C(C(C(=O)O)O)(C(=O)O)O. Drug 2: CN(CCCl)CCCl.Cl. Cell line: NCI-H322M. Synergy scores: CSS=15.3, Synergy_ZIP=-0.965, Synergy_Bliss=3.25, Synergy_Loewe=-23.8, Synergy_HSA=0.536. (6) Drug 1: CC1=CC=C(C=C1)C2=CC(=NN2C3=CC=C(C=C3)S(=O)(=O)N)C(F)(F)F. Drug 2: C1=CN(C(=O)N=C1N)C2C(C(C(O2)CO)O)O.Cl. Cell line: MDA-MB-435. Synergy scores: CSS=23.9, Synergy_ZIP=-3.11, Synergy_Bliss=-0.0455, Synergy_Loewe=-14.9, Synergy_HSA=-1.40. (7) Drug 1: CC1=C(C=C(C=C1)NC2=NC=CC(=N2)N(C)C3=CC4=NN(C(=C4C=C3)C)C)S(=O)(=O)N.Cl. Drug 2: C1=CC(=C2C(=C1NCCNCCO)C(=O)C3=C(C=CC(=C3C2=O)O)O)NCCNCCO. Cell line: A549. Synergy scores: CSS=50.3, Synergy_ZIP=4.97, Synergy_Bliss=4.65, Synergy_Loewe=-27.4, Synergy_HSA=4.97. (8) Drug 1: CC(C1=C(C=CC(=C1Cl)F)Cl)OC2=C(N=CC(=C2)C3=CN(N=C3)C4CCNCC4)N. Drug 2: CS(=O)(=O)CCNCC1=CC=C(O1)C2=CC3=C(C=C2)N=CN=C3NC4=CC(=C(C=C4)OCC5=CC(=CC=C5)F)Cl. Cell line: MDA-MB-435. Synergy scores: CSS=14.7, Synergy_ZIP=1.34, Synergy_Bliss=3.76, Synergy_Loewe=-10.0, Synergy_HSA=-1.68. (9) Drug 1: C1CC(=O)NC(=O)C1N2CC3=C(C2=O)C=CC=C3N. Drug 2: C(=O)(N)NO. Cell line: A498. Synergy scores: CSS=9.07, Synergy_ZIP=-2.39, Synergy_Bliss=0.802, Synergy_Loewe=-0.712, Synergy_HSA=1.80.